Task: Predict the reactants needed to synthesize the given product.. Dataset: Full USPTO retrosynthesis dataset with 1.9M reactions from patents (1976-2016) (1) Given the product [C:25]1([P:18]([C:19]2[CH:20]=[CH:21][CH:22]=[CH:23][CH:24]=2)[C:2]2[CH:3]=[CH:4][CH:5]=[C:6]3[C:11]=2[N:10]=[CH:9][CH:8]=[CH:7]3)[CH:26]=[CH:27][CH:28]=[CH:29][CH:30]=1, predict the reactants needed to synthesize it. The reactants are: Br[C:2]1[CH:3]=[CH:4][CH:5]=[C:6]2[C:11]=1[N:10]=[CH:9][CH:8]=[CH:7]2.[Li]CCCC.Cl[P:18]([C:25]1[CH:30]=[CH:29][CH:28]=[CH:27][CH:26]=1)[C:19]1[CH:24]=[CH:23][CH:22]=[CH:21][CH:20]=1. (2) Given the product [F:32][C:14]([F:13])([F:33])[C:15]1[CH:16]=[C:17]([CH:29]=[CH:30][CH:31]=1)[CH2:18][NH:19][C:20](=[O:28])[C:21]1[CH:22]=[CH:23][N:24]=[C:25]([C:5]2[CH:6]=[CH:7][CH:8]=[CH:9][C:4]=2[N+:1]([O-:3])=[O:2])[CH:26]=1, predict the reactants needed to synthesize it. The reactants are: [N+:1]([C:4]1[CH:9]=[CH:8][CH:7]=[CH:6][C:5]=1B(O)O)([O-:3])=[O:2].[F:13][C:14]([F:33])([F:32])[C:15]1[CH:16]=[C:17]([CH:29]=[CH:30][CH:31]=1)[CH2:18][NH:19][C:20](=[O:28])[C:21]1[CH:26]=[CH:25][N:24]=[C:23](Br)[CH:22]=1.C(=O)([O-])[O-].[Na+].[Na+]. (3) The reactants are: [CH2:1]([NH:4][C:5](=[O:11])[O:6][C:7]([CH3:10])([CH3:9])[CH3:8])[CH:2]=[CH2:3].[H-].[Na+].[CH2:14](I)[CH3:15]. Given the product [CH2:1]([N:4]([CH2:14][CH3:15])[C:5](=[O:11])[O:6][C:7]([CH3:10])([CH3:9])[CH3:8])[CH:2]=[CH2:3], predict the reactants needed to synthesize it. (4) Given the product [CH3:11][N:12]([CH3:13])[CH2:7][CH2:6][C:5]1[CH:9]=[CH:10][C:2]([OH:1])=[CH:3][CH:4]=1, predict the reactants needed to synthesize it. The reactants are: [OH:1][C:2]1[CH:10]=[CH:9][C:5]([CH2:6][CH2:7]Br)=[CH:4][CH:3]=1.[CH3:11][NH2:12].[CH3:13]O. (5) Given the product [C:11]([NH:19][NH:20][C:6](=[O:7])[C:5]1[CH:9]=[CH:10][C:2]([Br:1])=[CH:3][CH:4]=1)(=[O:18])[C:12]1[CH:17]=[CH:16][CH:15]=[CH:14][CH:13]=1, predict the reactants needed to synthesize it. The reactants are: [Br:1][C:2]1[CH:10]=[CH:9][C:5]([C:6](Cl)=[O:7])=[CH:4][CH:3]=1.[C:11]([NH:19][NH2:20])(=[O:18])[C:12]1[CH:17]=[CH:16][CH:15]=[CH:14][CH:13]=1.